The task is: Predict the reactants needed to synthesize the given product.. This data is from Full USPTO retrosynthesis dataset with 1.9M reactions from patents (1976-2016). (1) Given the product [CH3:1][O:2][C:3]([C@@H:5]1[CH2:9][CH2:8][CH2:7][C@@H:6]1[N:10]([CH2:11][C:12]1[CH:17]=[CH:16][C:15]([F:18])=[C:14]([F:19])[CH:13]=1)[C:36](=[O:37])[CH2:35][C:30]1[NH:29][C:28]2[CH:39]=[CH:40][C:25]([NH:24][S:21]([CH3:20])(=[O:23])=[O:22])=[CH:26][C:27]=2[S:32](=[O:33])(=[O:34])[N:31]=1)=[O:4], predict the reactants needed to synthesize it. The reactants are: [CH3:1][O:2][C:3]([C@@H:5]1[CH2:9][CH2:8][CH2:7][C@@H:6]1[NH:10][CH2:11][C:12]1[CH:17]=[CH:16][C:15]([F:18])=[C:14]([F:19])[CH:13]=1)=[O:4].[CH3:20][S:21]([NH:24][C:25]1[CH:40]=[CH:39][C:28]2[NH:29][C:30]([CH2:35][C:36](O)=[O:37])=[N:31][S:32](=[O:34])(=[O:33])[C:27]=2[CH:26]=1)(=[O:23])=[O:22].C1(N=C=NC2CCCCC2)CCCCC1.ClCCl. (2) Given the product [F:20][C:2]([F:19])([F:1])[C:3]1[N:4]=[C:5]([NH:8][C:9]([C:11]2[C:16]([NH:17][C:22]3[CH:23]=[N:24][CH:25]=[CH:26][CH:27]=3)=[CH:15][CH:14]=[C:13]([CH3:18])[N:12]=2)=[O:10])[S:6][CH:7]=1, predict the reactants needed to synthesize it. The reactants are: [F:1][C:2]([F:20])([F:19])[C:3]1[N:4]=[C:5]([NH:8][C:9]([C:11]2[C:16]([NH2:17])=[CH:15][CH:14]=[C:13]([CH3:18])[N:12]=2)=[O:10])[S:6][CH:7]=1.Br[C:22]1[CH:23]=[N:24][CH:25]=[CH:26][CH:27]=1. (3) Given the product [CH2:20]([O:27][C:28](=[O:36])[CH2:29][C@@H:30]([NH:35][C:15](=[O:17])[CH2:14][CH2:13][CH2:12][CH2:11][CH2:10][CH2:9][CH2:8][CH2:7][C:1]1[CH:2]=[CH:3][CH:4]=[CH:5][CH:6]=1)[CH2:31][N:32]([CH3:33])[CH3:34])[C:21]1[CH:26]=[CH:25][CH:24]=[CH:23][CH:22]=1, predict the reactants needed to synthesize it. The reactants are: [C:1]1([CH2:7][CH2:8][CH2:9][CH2:10][CH2:11][CH2:12][CH2:13][CH2:14][C:15]([OH:17])=O)[CH:6]=[CH:5][CH:4]=[CH:3][CH:2]=1.Cl.Cl.[CH2:20]([O:27][C:28](=[O:36])[CH2:29][C@@H:30]([NH2:35])[CH2:31][N:32]([CH3:34])[CH3:33])[C:21]1[CH:26]=[CH:25][CH:24]=[CH:23][CH:22]=1. (4) Given the product [C:33]([NH:32][C:28]1[CH:27]=[C:26]([CH:23]2[CH2:24][CH2:25][N:20]([CH2:19][CH2:18][CH2:17][NH:16][C:13]([C:8]3([C:5]4[CH:4]=[CH:3][C:2]([Cl:1])=[CH:7][CH:6]=4)[CH2:9][CH2:10][CH2:11][CH2:12]3)=[O:15])[CH2:21][CH2:22]2)[CH:31]=[CH:30][CH:29]=1)(=[O:37])[CH2:34][CH2:35][CH3:36], predict the reactants needed to synthesize it. The reactants are: [Cl:1][C:2]1[CH:7]=[CH:6][C:5]([C:8]2([C:13]([OH:15])=O)[CH2:12][CH2:11][CH2:10][CH2:9]2)=[CH:4][CH:3]=1.[NH2:16][CH2:17][CH2:18][CH2:19][N:20]1[CH2:25][CH2:24][CH:23]([C:26]2[CH:27]=[C:28]([NH:32][C:33](=[O:37])[CH2:34][CH2:35][CH3:36])[CH:29]=[CH:30][CH:31]=2)[CH2:22][CH2:21]1. (5) Given the product [OH:4][C:5]1[CH:6]=[C:7](/[CH:13]=[CH:14]/[C:15]([NH:38][C:36]2[CH:35]=[CH:34][CH:33]=[C:32]3[C:37]=2[N:29]([CH2:28][C:27]2[N:23]([CH3:22])[CH:24]=[N:25][CH:26]=2)[CH:30]=[CH:31]3)=[O:17])[CH:8]=[CH:9][C:10]=1[O:11][CH3:12], predict the reactants needed to synthesize it. The reactants are: C([O:4][C:5]1[CH:6]=[C:7](/[CH:13]=[CH:14]/[C:15]([OH:17])=O)[CH:8]=[CH:9][C:10]=1[O:11][CH3:12])(=O)C.O=S(Cl)Cl.[CH3:22][N:23]1[C:27]([CH2:28][N:29]2[C:37]3[C:32](=[CH:33][CH:34]=[CH:35][C:36]=3[NH2:38])[CH:31]=[CH:30]2)=[CH:26][N:25]=[CH:24]1. (6) Given the product [O:3]1[C:8]2=[CH:9][CH:10]=[CH:11][C:7]2=[C:6]([CH:12]2[CH2:17][CH2:16][CH2:15][CH2:14][N:13]2[CH2:18][CH2:19][C@H:20]2[CH2:21][CH2:22][C@H:23]([NH:26][C:33]([CH:30]3[CH2:31][CH2:32][O:27][CH2:28][CH2:29]3)=[O:34])[CH2:24][CH2:25]2)[CH:5]=[CH:4]1, predict the reactants needed to synthesize it. The reactants are: Cl.Cl.[O:3]1[C:8]2=[CH:9][CH:10]=[CH:11][C:7]2=[C:6]([CH:12]2[CH2:17][CH2:16][CH2:15][CH2:14][N:13]2[CH2:18][CH2:19][C@H:20]2[CH2:25][CH2:24][C@H:23]([NH2:26])[CH2:22][CH2:21]2)[CH:5]=[CH:4]1.[O:27]1[CH2:32][CH2:31][CH:30]([C:33](O)=[O:34])[CH2:29][CH2:28]1. (7) Given the product [NH:7]1[C:8]2[C:4](=[CH:3][C:2]([CH:11]=[O:12])=[CH:10][CH:9]=2)[CH:5]=[N:6]1, predict the reactants needed to synthesize it. The reactants are: I[C:2]1[CH:3]=[C:4]2[C:8](=[CH:9][CH:10]=1)[NH:7][N:6]=[CH:5]2.[CH:11](O[Na])=[O:12].[C]=O.